From a dataset of Retrosynthesis with 50K atom-mapped reactions and 10 reaction types from USPTO. Predict the reactants needed to synthesize the given product. (1) Given the product CCOC(=O)Cn1cc(CC(=O)O)c2ccccc21, predict the reactants needed to synthesize it. The reactants are: CCOC(=O)Cn1cc(CC(=O)OCc2ccccc2)c2ccccc21. (2) Given the product O=C(O)Cn1c(=O)n(C2CCN([C@@H]3Cc4cccc5cccc3c45)CC2)c2ccccc21, predict the reactants needed to synthesize it. The reactants are: CCOC(=O)Cn1c(=O)n(C2CCN([C@@H]3Cc4cccc5cccc3c45)CC2)c2ccccc21. (3) Given the product CCCOc1cc(F)ccc1-c1ncnc(Nc2cccc(CS(C)(=O)=O)c2)n1, predict the reactants needed to synthesize it. The reactants are: CCCO.CS(=O)(=O)Cc1cccc(Nc2ncnc(-c3ccc(F)cc3F)n2)c1. (4) Given the product O=C(O)c1cnc(OCC(F)(F)F)c(I)c1, predict the reactants needed to synthesize it. The reactants are: O=C(O)c1cnc(Cl)c(I)c1.OCC(F)(F)F. (5) Given the product COC(=O)[C@@H]1C[C@@H]2CN1C(=O)[C@H](C(C)(C)C)NC(=O)O[C@@H]1C[C@H]1CCCCCc1nc3ccc(OC)cc3nc1O2, predict the reactants needed to synthesize it. The reactants are: COC(=O)[C@@H]1C[C@@H]2CN1C(=O)[C@H](C(C)(C)C)NC(=O)O[C@@H]1C[C@H]1CCCC=Cc1nc3ccc(OC)cc3nc1O2. (6) The reactants are: COC(=O)c1ccc(C(=O)c2ccccc2C)cc1.O=C1CCC(=O)N1Br. Given the product COC(=O)c1ccc(C(=O)c2ccccc2CBr)cc1, predict the reactants needed to synthesize it.